The task is: Predict the reactants needed to synthesize the given product.. This data is from Full USPTO retrosynthesis dataset with 1.9M reactions from patents (1976-2016). (1) Given the product [Cl:8][C:7]1[CH:6]=[C:5]([CH2:9][SH:10]=[N:14][C:13]#[N:12])[CH:4]=[N:3][C:2]=1[Cl:1], predict the reactants needed to synthesize it. The reactants are: [Cl:1][C:2]1[C:7]([Cl:8])=[CH:6][C:5]([CH2:9][S:10]C)=[CH:4][N:3]=1.[N:12]#[C:13][NH2:14].IC1C=CC=C(CC([O-])=O)C=1CC([O-])=O.S(=O)(O)[O-].[Na+]. (2) Given the product [Cl:22][C:23]1[CH:31]=[CH:30][C:29]([F:32])=[CH:28][C:24]=1[C:25]([NH:13][C:14]1[CH:21]=[CH:20][C:17]([CH2:18][NH:19][C:10]2[C:9]3[C:4](=[CH:5][CH:6]=[CH:7][CH:8]=3)[N:3]=[C:2]([NH:34][CH3:33])[N:11]=2)=[CH:16][CH:15]=1)=[O:26], predict the reactants needed to synthesize it. The reactants are: Cl[C:2]1[N:11]=[C:10](Cl)[C:9]2[C:4](=[CH:5][CH:6]=[CH:7][CH:8]=2)[N:3]=1.[NH2:13][C:14]1[CH:21]=[CH:20][C:17]([CH2:18][NH2:19])=[CH:16][CH:15]=1.[Cl:22][C:23]1[CH:31]=[CH:30][C:29]([F:32])=[CH:28][C:24]=1[C:25](Cl)=[O:26].[CH3:33][NH2:34]. (3) Given the product [NH2:7][C@@H:8]([CH2:9][C:10]1[CH:11]=[CH:12][C:13]([O:16][CH2:17][C:18]2[CH:23]=[CH:22][CH:21]=[CH:20][CH:19]=2)=[CH:14][CH:15]=1)[C:24]([NH:25][C:26]([CH3:28])([CH3:27])[CH3:29])=[O:30], predict the reactants needed to synthesize it. The reactants are: C(OC(=O)[NH:7][C@H:8]([C:24](=[O:30])[NH:25][C:26]([CH3:29])([CH3:28])[CH3:27])[CH2:9][C:10]1[CH:15]=[CH:14][C:13]([O:16][CH2:17][C:18]2[CH:23]=[CH:22][CH:21]=[CH:20][CH:19]=2)=[CH:12][CH:11]=1)(C)(C)C.FC(F)(F)C(O)=O. (4) Given the product [Br:13][C:14]1[CH:15]=[C:16]([O:23][CH:24]([CH2:27][CH3:28])[CH2:25][CH3:26])[C:17]([NH:21][CH3:22])=[N:18][C:19]=1[C:3]1[CH:4]=[CH:5][C:6]([O:8][CH3:9])=[CH:7][C:2]=1[Cl:1], predict the reactants needed to synthesize it. The reactants are: [Cl:1][C:2]1[CH:7]=[C:6]([O:8][CH3:9])[CH:5]=[CH:4][C:3]=1B(O)O.[Br:13][C:14]1[CH:15]=[C:16]([O:23][CH:24]([CH2:27][CH3:28])[CH2:25][CH3:26])[C:17]([NH:21][CH3:22])=[N:18][C:19]=1I. (5) Given the product [Cl:33][C:30]1[CH:31]=[CH:32][C:27]([CH2:26][NH:25][C:66]([C:53]2[NH:52][C:60]3[C:55]([CH:54]=2)=[CH:56][CH:57]=[C:58]([NH:61][S:62]([CH3:65])(=[O:64])=[O:63])[CH:59]=3)=[O:67])=[C:28]([F:44])[C:29]=1[O:34][C:35]1[CH:36]=[C:37]([C:38]#[N:39])[CH:40]=[C:41]([Cl:43])[CH:42]=1, predict the reactants needed to synthesize it. The reactants are: CN(C(ON1N=NC2C=CC=NC1=2)=[N+](C)C)C.F[P-](F)(F)(F)(F)F.[NH2:25][CH2:26][C:27]1[C:28]([F:44])=[C:29]([O:34][C:35]2[CH:36]=[C:37]([CH:40]=[C:41]([Cl:43])[CH:42]=2)[C:38]#[N:39])[C:30]([Cl:33])=[CH:31][CH:32]=1.CC(OC([N:52]1[C:60]2[C:55](=[CH:56][CH:57]=[C:58]([NH:61][S:62]([CH3:65])(=[O:64])=[O:63])[CH:59]=2)[CH:54]=[C:53]1[C:66](O)=[O:67])=O)(C)C.C(N(C(C)C)CC)(C)C. (6) Given the product [CH2:32]([NH:39][CH2:22][CH2:21][C@H:20]([NH:24][C:25](=[O:31])[O:26][C:27]([CH3:28])([CH3:30])[CH3:29])[CH2:19][O:18][Si:1]([C:14]([CH3:16])([CH3:17])[CH3:15])([C:2]1[CH:7]=[CH:6][CH:5]=[CH:4][CH:3]=1)[C:8]1[CH:9]=[CH:10][CH:11]=[CH:12][CH:13]=1)[C:33]1[CH:38]=[CH:37][CH:36]=[CH:35][CH:34]=1, predict the reactants needed to synthesize it. The reactants are: [Si:1]([O:18][CH2:19][C@@H:20]([NH:24][C:25](=[O:31])[O:26][C:27]([CH3:30])([CH3:29])[CH3:28])[CH2:21][CH:22]=O)([C:14]([CH3:17])([CH3:16])[CH3:15])([C:8]1[CH:13]=[CH:12][CH:11]=[CH:10][CH:9]=1)[C:2]1[CH:7]=[CH:6][CH:5]=[CH:4][CH:3]=1.[CH2:32]([NH2:39])[C:33]1[CH:38]=[CH:37][CH:36]=[CH:35][CH:34]=1.[Na]. (7) Given the product [CH2:48]([N:49]([CH2:29][C:28]1[CH:32]=[CH:33][C:34]([O:35][CH2:36][CH2:37][N:38]2[CH2:43][CH2:42][CH2:41][CH2:40][CH2:39]2)=[C:26]([F:25])[CH:27]=1)[C:50]1[CH:55]=[C:54]([O:56][CH3:57])[CH:53]=[CH:52][C:51]=1[C:58]1[C:59]([CH3:70])([CH3:71])[C:60]2[C:65]([CH2:66][CH:67]=1)=[CH:64][C:63]([O:68][CH3:69])=[CH:62][CH:61]=2)[CH3:47], predict the reactants needed to synthesize it. The reactants are: COC1C=CC(C2C(C)(C)C3C(CC=2)=CC(OC)=CC=3)=C(N)C=1.Cl.[F:25][C:26]1[CH:27]=[C:28]([CH:32]=[CH:33][C:34]=1[O:35][CH2:36][CH2:37][N:38]1[CH2:43][CH2:42][CH2:41][CH2:40][CH2:39]1)[C:29](O)=O.FC1C=[C:47](C=CC=1OCCN1CCCCC1)[CH2:48][NH:49][C:50]1[CH:55]=[C:54]([O:56][CH3:57])[CH:53]=[CH:52][C:51]=1[C:58]1[C:59]([CH3:71])([CH3:70])[C:60]2[C:65]([CH2:66][CH:67]=1)=[CH:64][C:63]([O:68][CH3:69])=[CH:62][CH:61]=2. (8) Given the product [Cl:1][C:2]1[C:7]([F:8])=[CH:6][CH:5]=[C:4]([O:9][CH:10]([F:11])[F:12])[C:3]=1[C@H:13]([C:15]1[C:23]2[C:18](=[N:19][CH:20]=[C:21]([C:24]3[CH:25]=[N:26][N:27]([C@H:30]4[CH2:31][CH2:32][C@H:33]([N:45]5[CH2:44][CH2:43][CH2:42][C@H:41]5[C:39]([OH:40])=[O:38])[CH2:34][CH2:35]4)[C:28]=3[CH3:29])[CH:22]=2)[NH:17][CH:16]=1)[CH3:14], predict the reactants needed to synthesize it. The reactants are: [Cl:1][C:2]1[C:7]([F:8])=[CH:6][CH:5]=[C:4]([O:9][CH:10]([F:12])[F:11])[C:3]=1[C@H:13]([C:15]1[C:23]2[C:18](=[N:19][CH:20]=[C:21]([C:24]3[CH:25]=[N:26][N:27]([CH:30]4[CH2:35][CH2:34][C:33](=O)[CH2:32][CH2:31]4)[C:28]=3[CH3:29])[CH:22]=2)[NH:17][CH:16]=1)[CH3:14].C[O:38][C:39]([C@H:41]1[NH:45][CH2:44][CH2:43][CH2:42]1)=[O:40].Cl.C(O[BH-](OC(=O)C)OC(=O)C)(=O)C.[Na+].ClCCCl.C(N(CC)CC)C.O.[OH-].[Li+].CO.